From a dataset of Peptide-MHC class I binding affinity with 185,985 pairs from IEDB/IMGT. Regression. Given a peptide amino acid sequence and an MHC pseudo amino acid sequence, predict their binding affinity value. This is MHC class I binding data. The peptide sequence is RSEELSFTV. The MHC is HLA-A02:01 with pseudo-sequence HLA-A02:01. The binding affinity (normalized) is 0.281.